This data is from Retrosynthesis with 50K atom-mapped reactions and 10 reaction types from USPTO. The task is: Predict the reactants needed to synthesize the given product. (1) Given the product COC(=O)c1ccccc1S(=O)(=O)/N=c1/n(Cc2cccc3ccccc23)cc(CCNC(=O)c2ccncc2)s-1, predict the reactants needed to synthesize it. The reactants are: COC(=O)c1ccccc1S(=O)(=O)/N=c1/n(Cc2cccc3ccccc23)cc(CCN)s-1.O=C(O)c1ccncc1. (2) Given the product Cc1ccc(S(=O)(=O)N[C@H](C(=O)NC(Cc2ccccc2)C(O)C(Cc2ccccc2)NC(=O)[C@@H](NS(=O)(=O)c2ccc(C)cc2)C(C)C)C(C)C)cc1, predict the reactants needed to synthesize it. The reactants are: Cc1ccc(S(=O)(=O)N[C@H](C(=O)NC(Cc2ccccc2)C(O)C(N)Cc2ccccc2)C(C)C)cc1.Cc1ccc(S(=O)(=O)N[C@H](C(=O)O)C(C)C)cc1. (3) Given the product CCCNCc1cccc(Oc2ccccc2)c1, predict the reactants needed to synthesize it. The reactants are: CCCN.O=Cc1cccc(Oc2ccccc2)c1. (4) Given the product CCCCCCCCNc1cccc(NC(C)=O)c1, predict the reactants needed to synthesize it. The reactants are: CC(=O)Nc1cccc(N)c1.CCCCCCCCBr.